Dataset: Full USPTO retrosynthesis dataset with 1.9M reactions from patents (1976-2016). Task: Predict the reactants needed to synthesize the given product. Given the product [CH3:1][N:2]1[C:6]2[CH:7]=[CH:8][C:9]([N:11]3[CH:16]=[C:15]([C:17]([O:19][CH2:20][CH3:21])=[O:18])[C:14](=[O:22])[N:13]([C@H:50]4[C:51]5[C:47](=[C:46]([C:45]([F:44])([F:56])[F:57])[CH:54]=[CH:53][CH:52]=5)[CH2:48][CH2:49]4)[C:12]3=[O:23])=[CH:10][C:5]=2[O:4][C:3]1=[O:24], predict the reactants needed to synthesize it. The reactants are: [CH3:1][N:2]1[C:6]2[CH:7]=[CH:8][C:9]([N:11]3[CH:16]=[C:15]([C:17]([O:19][CH2:20][CH3:21])=[O:18])[C:14](=[O:22])[NH:13][C:12]3=[O:23])=[CH:10][C:5]=2[O:4][C:3]1=[O:24].C1(P(C2C=CC=CC=2)C2C=CC=CC=2)C=CC=CC=1.[F:44][C:45]([F:57])([F:56])[C:46]1[CH:54]=[CH:53][CH:52]=[C:51]2[C:47]=1[CH2:48][CH2:49][C@@H:50]2O.N(C(OC(C)C)=O)=NC(OC(C)C)=O.